The task is: Predict the reaction yield, written as a fraction of the theoretical maximum amount of product (1.0 means a 100% yield; for example, 0.34 means a 34% yield).. This data is from Reaction yield outcomes from USPTO patents with 853,638 reactions. The reactants are [CH3:13][C:12]([O:11][C:9](O[C:9]([O:11][C:12]([CH3:15])([CH3:14])[CH3:13])=[O:10])=[O:10])([CH3:15])[CH3:14].[Br:16][C:17]1[CH:25]=[C:24]2[C:20]([C:21]3[CH2:29][CH2:28][NH:27][CH:26]([CH2:30][O:31][Si:32]([C:35]([CH3:38])([CH3:37])[CH3:36])([CH3:34])[CH3:33])[C:22]=3[NH:23]2)=[CH:19][CH:18]=1.[C:39]([O-])([O-])=O.[K+].[K+].CI.C([O-])([O-])=O.[Cs+].[Cs+]. The catalyst is CS(C)=O.O.O.CC(O)C. The product is [Br:16][C:17]1[CH:25]=[C:24]2[C:20]([C:21]3[CH2:29][CH2:28][N:27]([C:9]([O:11][C:12]([CH3:13])([CH3:14])[CH3:15])=[O:10])[CH:26]([CH2:30][O:31][Si:32]([C:35]([CH3:38])([CH3:37])[CH3:36])([CH3:33])[CH3:34])[C:22]=3[N:23]2[CH3:39])=[CH:19][CH:18]=1. The yield is 0.460.